The task is: Predict the reactants needed to synthesize the given product.. This data is from Full USPTO retrosynthesis dataset with 1.9M reactions from patents (1976-2016). Given the product [CH2:14]([C:16]1[CH:17]=[CH:18][C:19]([C:22]([F:23])([F:24])[F:25])=[CH:20][C:21]=1[I:12])[CH3:15], predict the reactants needed to synthesize it. The reactants are: S(=O)(=O)(O)O.I([O-])(=O)(=O)=O.[Na+].[I:12]I.[CH2:14]([C:16]1[CH:21]=[CH:20][C:19]([C:22]([F:25])([F:24])[F:23])=[CH:18][CH:17]=1)[CH3:15].S(S([O-])=O)([O-])(=O)=O.[Na+].[Na+].